From a dataset of Reaction yield outcomes from USPTO patents with 853,638 reactions. Predict the reaction yield, written as a fraction of the theoretical maximum amount of product (1.0 means a 100% yield; for example, 0.34 means a 34% yield). (1) The reactants are Cl[C:2]1[C:7]([N+:8]([O-:10])=[O:9])=[C:6]([CH3:11])[CH:5]=[CH:4][N:3]=1.Cl.[CH2:13]([O:20][C:21]1[CH:27]=[CH:26][C:24]([NH2:25])=[CH:23][CH:22]=1)[C:14]1[CH:19]=[CH:18][CH:17]=[CH:16][CH:15]=1.CCN(C(C)C)C(C)C.O. The catalyst is CS(C)=O. The product is [CH2:13]([O:20][C:21]1[CH:22]=[CH:23][C:24]([NH:25][C:2]2[C:7]([N+:8]([O-:10])=[O:9])=[C:6]([CH3:11])[CH:5]=[CH:4][N:3]=2)=[CH:26][CH:27]=1)[C:14]1[CH:15]=[CH:16][CH:17]=[CH:18][CH:19]=1. The yield is 0.930. (2) The reactants are [CH3:1][O:2][C:3]1[CH:4]=[C:5]2[C:10](=[CH:11][C:12]=1[O:13][CH2:14][CH2:15][O:16][CH3:17])[N:9]=[CH:8][N:7]=[C:6]2[S:18][C:19]1[CH:20]=[C:21]([CH:23]=[CH:24][CH:25]=1)[NH2:22].[CH:26]([C:29]1[O:33][N:32]=[C:31]([NH:34][C:35](=O)[O:36]C2C=CC=CC=2)[CH:30]=1)([CH3:28])[CH3:27]. No catalyst specified. The product is [CH:26]([C:29]1[O:33][N:32]=[C:31]([NH:34][C:35]([NH:22][C:21]2[CH:23]=[CH:24][CH:25]=[C:19]([S:18][C:6]3[C:5]4[C:10](=[CH:11][C:12]([O:13][CH2:14][CH2:15][O:16][CH3:17])=[C:3]([O:2][CH3:1])[CH:4]=4)[N:9]=[CH:8][N:7]=3)[CH:20]=2)=[O:36])[CH:30]=1)([CH3:28])[CH3:27]. The yield is 0.470. (3) The reactants are [NH2:1][C@H:2]1[C@@H:7]([NH:8][C:9]([O:11][CH2:12][C:13]2[CH:18]=[CH:17][CH:16]=[CH:15][CH:14]=2)=[O:10])[CH2:6][CH2:5][N:4]([C:19]([O:21][C:22]([CH3:25])([CH3:24])[CH3:23])=[O:20])[CH2:3]1.[C:26](=O)([O:35][CH2:36][CH2:37][Si:38]([CH3:41])([CH3:40])[CH3:39])[O:27]N1C(=O)CCC1=O.C(N(CC)CC)C. The catalyst is O1CCOCC1.O.C(OCC)(=O)C. The product is [CH2:12]([O:11][C:9]([NH:8][C@H:7]1[CH2:6][CH2:5][N:4]([C:19]([O:21][C:22]([CH3:25])([CH3:24])[CH3:23])=[O:20])[CH2:3][C@H:2]1[NH:1][C:26]([O:35][CH2:36][CH2:37][Si:38]([CH3:41])([CH3:40])[CH3:39])=[O:27])=[O:10])[C:13]1[CH:14]=[CH:15][CH:16]=[CH:17][CH:18]=1. The yield is 0.830.